This data is from Catalyst prediction with 721,799 reactions and 888 catalyst types from USPTO. The task is: Predict which catalyst facilitates the given reaction. Reactant: [CH3:1][O:2][C:3](=[O:17])[C:4]([O:7][C:8]1[CH:13]=[C:12](C)[C:11]([OH:15])=[CH:10][C:9]=1[CH3:16])([CH3:6])[CH3:5].[Br:18][CH2:19][CH2:20]Br.C([O-])([O-])=O.[Cs+].[Cs+]. Product: [CH3:1][O:2][C:3](=[O:17])[C:4]([O:7][C:8]1[CH:13]=[CH:12][C:11]([O:15][CH2:20][CH2:19][Br:18])=[CH:10][C:9]=1[CH3:16])([CH3:5])[CH3:6]. The catalyst class is: 10.